From a dataset of Full USPTO retrosynthesis dataset with 1.9M reactions from patents (1976-2016). Predict the reactants needed to synthesize the given product. (1) Given the product [F:15][C:7]1[CH:6]=[N:5][N:4]([CH:2]([CH3:1])[CH3:3])[C:8]=1[C:9]([O:11][CH2:12][CH3:13])=[O:10], predict the reactants needed to synthesize it. The reactants are: [CH3:1][CH:2]([N:4]1[C:8]([C:9]([O:11][CH2:12][CH3:13])=[O:10])=[CH:7][CH:6]=[N:5]1)[CH3:3].[B-](F)(F)(F)[F:15].[B-](F)(F)(F)F.C1[N+]2(CCl)CC[N+](F)(CC2)C1.C(#N)C. (2) Given the product [Cl:1][C:2]1[CH:3]=[C:4]([CH:5]=[CH:6][CH:7]=1)[O:8][CH2:15][C:16]([NH:18][CH:19]1[CH2:22][N:21]([CH2:23][C:24]2[CH:28]=[CH:27][N:26]([C:29]3[CH:34]=[CH:33][C:32]([C:35]([F:37])([F:36])[F:38])=[CH:31][CH:30]=3)[CH:25]=2)[CH2:20]1)=[O:17], predict the reactants needed to synthesize it. The reactants are: [Cl:1][C:2]1[CH:3]=[C:4]([OH:8])[CH:5]=[CH:6][CH:7]=1.CC(C)([O-])C.Cl[CH2:15][C:16]([NH:18][CH:19]1[CH2:22][N:21]([CH2:23][C:24]2[CH:28]=[CH:27][N:26]([C:29]3[CH:34]=[CH:33][C:32]([C:35]([F:38])([F:37])[F:36])=[CH:31][CH:30]=3)[CH:25]=2)[CH2:20]1)=[O:17]. (3) Given the product [Cl:8][C:5]1[CH:6]=[CH:7][C:2]([NH:1][CH2:27][C:26]2[CH:29]=[CH:30][C:31]([O:33][CH3:34])=[CH:32][C:25]=2[O:24][CH3:23])=[C:3]([CH:9]([C:11]2[CH:16]=[CH:15][CH:14]=[C:13]([C:17]([F:18])([F:19])[F:20])[C:12]=2[O:21][CH3:22])[OH:10])[CH:4]=1, predict the reactants needed to synthesize it. The reactants are: [NH2:1][C:2]1[CH:7]=[CH:6][C:5]([Cl:8])=[CH:4][C:3]=1[CH:9]([C:11]1[CH:16]=[CH:15][CH:14]=[C:13]([C:17]([F:20])([F:19])[F:18])[C:12]=1[O:21][CH3:22])[OH:10].[CH3:23][O:24][C:25]1[CH:32]=[C:31]([O:33][CH3:34])[CH:30]=[CH:29][C:26]=1[CH:27]=O.[BH4-].[Na+]. (4) Given the product [C:18]([NH:26][C:27]1[CH:39]=[C:38]([C:2]2[CH:7]=[CH:6][C:5]([OH:8])=[C:4]([Cl:9])[CH:3]=2)[CH:37]=[CH:36][C:28]=1[C:29]([O:31][C:32]([CH3:34])([CH3:35])[CH3:33])=[O:30])(=[O:25])[C:19]1[CH:20]=[CH:21][CH:22]=[CH:23][CH:24]=1, predict the reactants needed to synthesize it. The reactants are: Br[C:2]1[CH:7]=[CH:6][C:5]([OH:8])=[C:4]([Cl:9])[CH:3]=1.C(=O)([O-])O.[Na+].C(O)C.[C:18]([NH:26][C:27]1[CH:39]=[C:38](B2OC(C)(C)C(C)(C)O2)[CH:37]=[CH:36][C:28]=1[C:29]([O:31][C:32]([CH3:35])([CH3:34])[CH3:33])=[O:30])(=[O:25])[C:19]1[CH:24]=[CH:23][CH:22]=[CH:21][CH:20]=1. (5) The reactants are: [CH3:1][S:2](Cl)(=[O:4])=[O:3].[CH3:6][S:7][CH:8]1[N:13](C)[C:12](O)=[C:11]([Br:16])[CH:10]=[N:9]1.[CH3:17]CN(CC)CC. Given the product [Br:16][C:11]1[C:10]([CH2:1][S:2]([CH3:17])(=[O:4])=[O:3])=[N:9][C:8]([S:7][CH3:6])=[N:13][CH:12]=1, predict the reactants needed to synthesize it. (6) Given the product [CH3:13][O:12][C:10]([CH2:9][C:5]1[CH:4]=[C:3]([CH:8]=[CH:7][CH:6]=1)[CH:2]=[O:18])=[O:11], predict the reactants needed to synthesize it. The reactants are: Br[CH2:2][C:3]1[CH:4]=[C:5]([CH2:9][C:10]([O:12][CH3:13])=[O:11])[CH:6]=[CH:7][CH:8]=1.C[N+]1([O-])CC[O:18]CC1.O. (7) Given the product [CH2:8]([NH:10][C:11]1[N:12]([CH2:43][CH:44]([CH3:45])[CH3:46])[C:13]2[C:22]3[CH:21]=[CH:20][CH:19]=[CH:18][C:17]=3[N:16]=[C:15]([NH2:23])[C:14]=2[N:42]=1)[CH3:9], predict the reactants needed to synthesize it. The reactants are: FC(F)(F)C(O)=O.[CH2:8]([NH:10][C:11]1[N:12]([CH2:43][CH:44]([CH3:46])[CH3:45])[C:13]2[C:22]3[CH:21]=[CH:20][CH:19]=[CH:18][C:17]=3[N:16]=[C:15]([N:23](CC3C=CC(OC)=CC=3)CC3C=CC(OC)=CC=3)[C:14]=2[N:42]=1)[CH3:9].[OH-].[Na+].C(=O)(O)[O-].[Na+]. (8) Given the product [F:1][C:2]([F:41])([F:40])[C:3]1[CH:4]=[C:5]([C:6]([N:8]2[CH2:13][CH2:12][CH:11]([N:14]3[CH2:15][CH2:16][N:17]([C:20]([N:42]4[CH2:47][CH2:46][O:45][CH2:44][CH2:43]4)=[O:25])[CH2:18][CH2:19]3)[CH:10]([C:26]3[CH:31]=[CH:30][C:29]([CH3:32])=[CH:28][CH:27]=3)[CH2:9]2)=[O:7])[CH:33]=[C:34]([C:36]([F:39])([F:37])[F:38])[CH:35]=1, predict the reactants needed to synthesize it. The reactants are: [F:1][C:2]([F:41])([F:40])[C:3]1[CH:4]=[C:5]([CH:33]=[C:34]([C:36]([F:39])([F:38])[F:37])[CH:35]=1)[C:6]([N:8]1[CH2:13][CH2:12][CH:11]([N:14]2[CH2:19][CH2:18][N:17]([C:20](=[O:25])C(F)(F)F)[CH2:16][CH2:15]2)[CH:10]([C:26]2[CH:31]=[CH:30][C:29]([CH3:32])=[CH:28][CH:27]=2)[CH2:9]1)=[O:7].[N:42]1(C(Cl)=O)[CH2:47][CH2:46][O:45][CH2:44][CH2:43]1. (9) Given the product [CH3:9][N:10]([CH3:38])[CH:11]1[CH2:15][CH2:14][N:13]([C:16]2[N:21]=[CH:20][C:19]([N:22]3[CH:27]=[CH:26][C:25]([CH2:28][OH:29])=[CH:24][C:23]3=[O:37])=[CH:18][CH:17]=2)[CH2:12]1, predict the reactants needed to synthesize it. The reactants are: FC(F)(F)C(O)=O.O.[CH3:9][N:10]([CH3:38])[CH:11]1[CH2:15][CH2:14][N:13]([C:16]2[N:21]=[CH:20][C:19]([N:22]3[CH:27]=[CH:26][C:25]([CH2:28][O:29][Si](C(C)(C)C)(C)C)=[CH:24][C:23]3=[O:37])=[CH:18][CH:17]=2)[CH2:12]1.